This data is from Forward reaction prediction with 1.9M reactions from USPTO patents (1976-2016). The task is: Predict the product of the given reaction. (1) Given the reactants [C:1]([C:5]1[N:10]=[C:9]([NH:11][CH2:12][CH2:13][CH2:14][S:15][CH3:16])[C:8]([C:17]([N:19]([CH2:42][CH:43]([CH3:45])[CH3:44])[C@H:20]2[CH2:25][C@@H:24]([NH:26][C:27]([O:29][CH2:30][C:31](Cl)(Cl)Cl)=[O:28])[CH2:23][N:22]([C:35]([O:37][C:38]([CH3:41])([CH3:40])[CH3:39])=[O:36])[CH2:21]2)=[O:18])=[CH:7][N:6]=1)([CH3:4])([CH3:3])[CH3:2].[OH-].[Na+], predict the reaction product. The product is: [C:1]([C:5]1[N:10]=[C:9]([NH:11][CH2:12][CH2:13][CH2:14][S:15][CH3:16])[C:8]([C:17]([N:19]([CH2:42][CH:43]([CH3:44])[CH3:45])[C@H:20]2[CH2:25][C@@H:24]([NH:26][C:27]([O:29][CH2:30][CH3:31])=[O:28])[CH2:23][N:22]([C:35]([O:37][C:38]([CH3:41])([CH3:40])[CH3:39])=[O:36])[CH2:21]2)=[O:18])=[CH:7][N:6]=1)([CH3:4])([CH3:2])[CH3:3]. (2) Given the reactants [F:1][C:2]1[CH:3]=[CH:4][C:5]([NH:8][NH:9][C:10]([CH:12]2[CH2:17][CH2:16][CH2:15][CH2:14][CH2:13]2)=O)=[N:6][CH:7]=1.C1(P(C2C=CC=CC=2)C2C=CC=CC=2)C=CC=CC=1.C(N(CC)CC)C.ClC(Cl)(Cl)C(Cl)(Cl)Cl, predict the reaction product. The product is: [CH:12]1([C:10]2[N:6]3[CH:7]=[C:2]([F:1])[CH:3]=[CH:4][C:5]3=[N:8][N:9]=2)[CH2:17][CH2:16][CH2:15][CH2:14][CH2:13]1. (3) Given the reactants O[CH:2]([C:4]1[O:5][C:6](=[O:20])[C:7]2[C:12]([C:13]=1[C:14]1[CH:19]=[CH:18][CH:17]=[CH:16][CH:15]=1)=[CH:11][CH:10]=[CH:9][CH:8]=2)[CH3:3].P(Br)(Br)[Br:22].C(Cl)Cl, predict the reaction product. The product is: [Br:22][CH:2]([C:4]1[O:5][C:6](=[O:20])[C:7]2[C:12]([C:13]=1[C:14]1[CH:19]=[CH:18][CH:17]=[CH:16][CH:15]=1)=[CH:11][CH:10]=[CH:9][CH:8]=2)[CH3:3]. (4) Given the reactants [CH2:1]([O:8][C:9]1[CH:16]=[CH:15][C:12](C=O)=[CH:11][CH:10]=1)[C:2]1[CH:7]=[CH:6][CH:5]=[CH:4][CH:3]=1.[CH3:17][N:18]1[CH:22]=[CH:21][C:20]([C:23]2[N:28]=[C:27]([NH2:29])[C:26]([NH2:30])=[CH:25][CH:24]=2)=[N:19]1.[C:31](O)(=O)C.C(OI(C1C=CC=CC=1)OC(=O)C)(=O)C, predict the reaction product. The product is: [CH3:17][N:18]1[CH:22]=[CH:21][C:20]([C:23]2[N:28]=[C:27]3[NH:29][C:31]([C:5]4[CH:4]=[CH:3][C:2]([CH2:1][O:8][C:9]5[CH:10]=[CH:11][CH:12]=[CH:15][CH:16]=5)=[CH:7][CH:6]=4)=[N:30][C:26]3=[CH:25][CH:24]=2)=[N:19]1. (5) Given the reactants C(OC([NH:8][C:9]1[O:17][C:16]2[C:11](=[N:12][CH:13]=[C:14]([CH2:18][N:19]3[CH2:23][CH2:22][CH:21]([O:24][CH2:25][CH3:26])[CH2:20]3)[CH:15]=2)[C:10]=1[C:27]([NH:29][C:30]1[CH:31]=[N:32][CH:33]=[CH:34][C:35]=1[N:36]1[CH2:41][C@H:40]([C:42]([F:45])([F:44])[F:43])[CH2:39][C@H:38]([NH:46]C(=O)OC(C)(C)C)[CH2:37]1)=[O:28])=O)(C)(C)C.Cl.O1CCOCC1, predict the reaction product. The product is: [NH2:8][C:9]1[O:17][C:16]2[C:11](=[N:12][CH:13]=[C:14]([CH2:18][N:19]3[CH2:23][CH2:22][CH:21]([O:24][CH2:25][CH3:26])[CH2:20]3)[CH:15]=2)[C:10]=1[C:27]([NH:29][C:30]1[CH:31]=[N:32][CH:33]=[CH:34][C:35]=1[N:36]1[CH2:41][C@H:40]([C:42]([F:44])([F:45])[F:43])[CH2:39][C@H:38]([NH2:46])[CH2:37]1)=[O:28]. (6) Given the reactants [C:1]([C:5](=O)[CH2:6][CH:7]([C:10]#[N:11])[C:8]#[N:9])([CH3:4])([CH3:3])[CH3:2].C(O)(=O)C.CO.[CH3:19][S-:20].[Na+], predict the reaction product. The product is: [C:1]([C:5]1[NH:9][C:8]([S:20][CH3:19])=[C:7]([C:10]#[N:11])[CH:6]=1)([CH3:4])([CH3:3])[CH3:2]. (7) Given the reactants [N:1]1[CH:6]=[CH:5][CH:4]=[CH:3][C:2]=1[CH:7]=[O:8].[C:9]([Mg]Br)#[CH:10], predict the reaction product. The product is: [N:1]1[CH:6]=[CH:5][CH:4]=[CH:3][C:2]=1[CH:7]([OH:8])[C:9]#[CH:10].